Predict the product of the given reaction. From a dataset of Forward reaction prediction with 1.9M reactions from USPTO patents (1976-2016). Given the reactants C[O:2][C:3](=[O:22])[CH:4]([C:11]1[CH:16]=[CH:15][C:14]([S:17]([CH3:20])(=[O:19])=[O:18])=[C:13]([F:21])[CH:12]=1)[CH2:5][CH:6]1[CH2:10][CH2:9][CH2:8][CH2:7]1.[OH-].[Li+].O.Cl, predict the reaction product. The product is: [CH:6]1([CH2:5][CH:4]([C:11]2[CH:16]=[CH:15][C:14]([S:17]([CH3:20])(=[O:19])=[O:18])=[C:13]([F:21])[CH:12]=2)[C:3]([OH:22])=[O:2])[CH2:10][CH2:9][CH2:8][CH2:7]1.